Dataset: Forward reaction prediction with 1.9M reactions from USPTO patents (1976-2016). Task: Predict the product of the given reaction. (1) Given the reactants [CH3:1][C:2]1[CH:7]=[CH:6][C:5]([CH3:8])=[C:4]([CH3:9])[C:3]=1[CH3:10].[Cl-:11].[Cl-].[Cl-].[Cl-].[Zr+4:15], predict the reaction product. The product is: [Cl-:11].[Cl-:11].[Cl-:11].[Cl-:11].[Zr+4:15].[CH3:1][C:2]1[CH:7]=[CH:6][C:5]([CH3:8])=[C:4]([CH3:9])[C:3]=1[CH3:10]. (2) Given the reactants [CH3:1][C:2]1[CH:7]=[C:6]([CH3:8])[CH:5]=[C:4]([CH3:9])[C:3]=1[NH:10][C:11]1[C:16]([NH2:17])=[CH:15][CH:14]=[CH:13][N:12]=1.C([O-])(O)=O.[Na+].Br[C:24]#[N:25], predict the reaction product. The product is: [CH3:9][C:4]1[CH:5]=[C:6]([CH3:8])[CH:7]=[C:2]([CH3:1])[C:3]=1[N:10]1[C:11]2=[N:12][CH:13]=[CH:14][CH:15]=[C:16]2[N:17]=[C:24]1[NH2:25]. (3) Given the reactants [C:1]([C:3]1[CH:4]=[C:5]([CH:9]=[C:10]([O:14][C:15]([F:18])([F:17])[F:16])[C:11]=1[O:12][CH3:13])[C:6](O)=[O:7])#[N:2].C1(C)C=CC=CC=1.S(Cl)([Cl:28])=O, predict the reaction product. The product is: [C:1]([C:3]1[CH:4]=[C:5]([CH:9]=[C:10]([O:14][C:15]([F:18])([F:17])[F:16])[C:11]=1[O:12][CH3:13])[C:6]([Cl:28])=[O:7])#[N:2]. (4) Given the reactants [O:1]1[CH:5]=[CH:4][CH:3]=[C:2]1[C:6]1[CH:36]=[CH:35][C:9]([C:10]([N:12]([CH2:17][C:18]2[CH:34]=[CH:33][CH:32]=[CH:31][C:19]=2[O:20][CH2:21][CH2:22][CH2:23][CH2:24][CH2:25][C:26]([O:28]CC)=[O:27])[CH2:13][CH2:14][O:15][CH3:16])=[O:11])=[CH:8][CH:7]=1.O.[OH-].[Li+], predict the reaction product. The product is: [O:1]1[CH:5]=[CH:4][CH:3]=[C:2]1[C:6]1[CH:7]=[CH:8][C:9]([C:10]([N:12]([CH2:17][C:18]2[CH:34]=[CH:33][CH:32]=[CH:31][C:19]=2[O:20][CH2:21][CH2:22][CH2:23][CH2:24][CH2:25][C:26]([OH:28])=[O:27])[CH2:13][CH2:14][O:15][CH3:16])=[O:11])=[CH:35][CH:36]=1.